From a dataset of Catalyst prediction with 721,799 reactions and 888 catalyst types from USPTO. Predict which catalyst facilitates the given reaction. (1) Reactant: [CH3:1][C@H:2]1[C@@:41]2([OH:43])[O:42][CH:5]([CH2:6][C@H:7]([O:68][CH3:69])[C:8]([CH3:67])=[CH:9][CH:10]=[CH:11][CH:12]=[CH:13][C@@H:14]([CH3:66])[CH2:15][C@@H:16]([CH3:65])[C:17]([C@H:19]([O:63][CH3:64])[C@H:20]([OH:62])[C:21]([CH3:61])=[CH:22][C@@H:23]([CH3:60])[C:24]([CH2:26][C@@H:27]([C@@H:44]([CH2:46][C@H:47]3[CH2:52][C@@H:51]([O:53][CH3:54])[C@@H:50]([N:55]4[N:59]=[N:58][N:57]=[CH:56]4)[CH2:49][CH2:48]3)[CH3:45])[O:28][C:29]([C@H:31]3[N:36]([C:37]([C:39]2=[O:40])=[O:38])[CH2:35][CH2:34][CH2:33][CH2:32]3)=[O:30])=[O:25])=[O:18])[CH2:4][CH2:3]1.C1(C)C=CC=CC=1. Product: [CH3:1][C@H:2]1[C@@:41]2([OH:43])[O:42][CH:5]([CH2:6][C@H:7]([O:68][CH3:69])[C:8]([CH3:67])=[CH:9][CH:10]=[CH:11][CH:12]=[CH:13][C@@H:14]([CH3:66])[CH2:15][C@@H:16]([CH3:65])[C:17]([C@H:19]([O:63][CH3:64])[C@H:20]([OH:62])[C:21]([CH3:61])=[CH:22][C@@H:23]([CH3:60])[C:24]([CH2:26][C@@H:27]([C@@H:44]([CH2:46][C@H:47]3[CH2:52][C@@H:51]([O:53][CH3:54])[C@@H:50]([N:55]4[N:59]=[N:58][N:57]=[CH:56]4)[CH2:49][CH2:48]3)[CH3:45])[O:28][C:29]([C@H:31]3[N:36]([C:37]([C:39]2=[O:40])=[O:38])[CH2:35][CH2:34][CH2:33][CH2:32]3)=[O:30])=[O:25])=[O:18])[CH2:4][CH2:3]1.[CH3:17][OH:18]. The catalyst class is: 5. (2) Reactant: C([O:5][C:6](=O)[C:7]([C:10]1[CH:15]=[CH:14][C:13]([Br:16])=[CH:12][N:11]=1)([F:9])[F:8])(C)(C)C.[NH3:18]. Product: [Br:16][C:13]1[CH:14]=[CH:15][C:10]([C:7]([F:9])([F:8])[C:6]([NH2:18])=[O:5])=[N:11][CH:12]=1. The catalyst class is: 5. (3) Reactant: [Br:1][C:2]1[CH:3]=[CH:4][C:5]([F:9])=[C:6]([OH:8])[CH:7]=1.[CH3:10][N:11]([CH3:15])[CH2:12][CH2:13]Cl.Cl.C([O-])([O-])=O.[K+].[K+].C([O-])(O)=O.[Na+]. Product: [Br:1][C:2]1[CH:3]=[CH:4][C:5]([F:9])=[C:6]([CH:7]=1)[O:8][CH2:13][CH2:12][N:11]([CH3:15])[CH3:10]. The catalyst class is: 372. (4) Reactant: [OH:1][B:2]1[C:6]2[C:7]([O:11][CH2:12][CH2:13][CH2:14][CH2:15][NH:16][C:17](=[O:23])[O:18][C:19]([CH3:22])([CH3:21])[CH3:20])=[CH:8][CH:9]=[CH:10][C:5]=2[CH:4]([CH2:24][N+:25]([O-:27])=[O:26])[O:3]1.C1C(=O)N([Cl:35])C(=O)C1. Product: [C:19]([O:18][C:17](=[O:23])[NH:16][CH2:15][CH2:14][CH2:13][CH2:12][O:11][C:7]1[C:6]2[B:2]([OH:1])[O:3][CH:4]([CH2:24][N+:25]([O-:27])=[O:26])[C:5]=2[C:10]([Cl:35])=[CH:9][CH:8]=1)([CH3:21])([CH3:22])[CH3:20]. The catalyst class is: 3. (5) Reactant: [H-].[Na+].[F:3][C:4]1[CH:5]=[C:6]([CH2:12][OH:13])[CH:7]=[C:8]([F:11])[C:9]=1[F:10].[F:14][C:15]([F:20])([F:19])[C:16]([OH:18])=[O:17].Cl[C:22]1[CH:32]=[C:26]2[N:27]([CH3:31])[CH2:28][CH2:29][CH2:30][N:25]2[C:24](=[O:33])[N:23]=1. Product: [CH3:31][N:27]1[CH2:28][CH2:29][CH2:30][N:25]2[C:24](=[O:33])[N:23]=[C:22]([O:13][CH2:12][C:6]3[CH:5]=[C:4]([F:3])[C:9]([F:10])=[C:8]([F:11])[CH:7]=3)[CH:32]=[C:26]12.[C:16]([OH:18])([C:15]([F:20])([F:19])[F:14])=[O:17]. The catalyst class is: 3. (6) Reactant: [CH:1]([C:3]1[O:11][C:10]2[C:9]([C:12]3[CH2:17][CH2:16][N:15]([S:18]([N:21]([CH3:23])[CH3:22])(=[O:20])=[O:19])[CH2:14][CH:13]=3)=[CH:8][N:7]=[CH:6][C:5]=2[CH:4]=1)=O.[CH2:24]1[S:30][C:28](=[O:29])[NH:27][C:25]1=[O:26].NCCC(O)=O. Product: [O:29]=[C:28]1[NH:27][C:25](=[O:26])/[C:24](=[CH:1]/[C:3]2[O:11][C:10]3[C:9]([C:12]4[CH2:17][CH2:16][N:15]([S:18]([N:21]([CH3:22])[CH3:23])(=[O:19])=[O:20])[CH2:14][CH:13]=4)=[CH:8][N:7]=[CH:6][C:5]=3[CH:4]=2)/[S:30]1. The catalyst class is: 15. (7) The catalyst class is: 8. Reactant: C(OC([N:8]1[CH2:20][C@@H:19]([CH3:21])[N:18]2[C@H:10]([CH2:11][C:12]3[C:17]2=[N:16][C:15]([CH:22]=O)=[C:14]([F:24])[CH:13]=3)[CH2:9]1)=O)(C)(C)C.Cl.[CH3:26][O:27][NH2:28]. Product: [NH3:8].[CH3:26][O:27][N:28]=[CH:22][C:15]1[N:16]=[C:17]2[C:12](=[CH:13][C:14]=1[F:24])[CH2:11][C@H:10]1[N:18]2[C@H:19]([CH3:21])[CH2:20][NH:8][CH2:9]1. (8) Reactant: [O:1]1[CH2:6][CH2:5][CH2:4][CH2:3][CH:2]1[O:7][NH:8][C:9](=[O:32])/[CH:10]=[CH:11]/[C:12]1[CH:16]=[CH:15][N:14]([S:17]([C:20]2[CH:25]=[CH:24][C:23]([C:26]#[C:27][Si](C)(C)C)=[CH:22][CH:21]=2)(=[O:19])=[O:18])[CH:13]=1.[F-].[K+]. Product: [C:26]([C:23]1[CH:24]=[CH:25][C:20]([S:17]([N:14]2[CH:15]=[CH:16][C:12](/[CH:11]=[CH:10]/[C:9]([NH:8][O:7][CH:2]3[CH2:3][CH2:4][CH2:5][CH2:6][O:1]3)=[O:32])=[CH:13]2)(=[O:19])=[O:18])=[CH:21][CH:22]=1)#[CH:27]. The catalyst class is: 5.